Dataset: CYP3A4 inhibition data for predicting drug metabolism from PubChem BioAssay. Task: Regression/Classification. Given a drug SMILES string, predict its absorption, distribution, metabolism, or excretion properties. Task type varies by dataset: regression for continuous measurements (e.g., permeability, clearance, half-life) or binary classification for categorical outcomes (e.g., BBB penetration, CYP inhibition). Dataset: cyp3a4_veith. (1) The compound is OCc1cnc[nH]1. The result is 0 (non-inhibitor). (2) The molecule is Cc1nc2ccccc2cc1C[N+]12CN3CN(CN(C3)C1)C2. The result is 0 (non-inhibitor). (3) The drug is Cc1ccc(S(=O)(=O)N2CCC(C(=O)NCc3cccnc3)CC2)cc1. The result is 1 (inhibitor).